From a dataset of Buchwald-Hartwig C-N cross coupling reaction yields with 55,370 reactions. Predict the reaction yield, written as a fraction of the theoretical maximum amount of product (1.0 means a 100% yield; for example, 0.34 means a 34% yield). (1) No catalyst specified. The product is Cc1ccc(Nc2ccc(C(F)(F)F)cc2)cc1. The yield is 0.285. The reactants are FC(F)(F)c1ccc(I)cc1.Cc1ccc(N)cc1.O=S(=O)(O[Pd]1c2ccccc2-c2ccccc2N~1)C(F)(F)F.COc1ccc(OC)c(P([C@]23C[C@H]4C[C@H](C[C@H](C4)C2)C3)[C@]23C[C@H]4C[C@H](C[C@H](C4)C2)C3)c1-c1c(C(C)C)cc(C(C)C)cc1C(C)C.CCN=P(N=P(N(C)C)(N(C)C)N(C)C)(N(C)C)N(C)C.c1ccc2oncc2c1. (2) The reactants are Ic1ccccn1.Cc1ccc(N)cc1.O=S(=O)(O[Pd]1c2ccccc2-c2ccccc2N~1)C(F)(F)F.COc1ccc(OC)c(P(C(C)(C)C)C(C)(C)C)c1-c1c(C(C)C)cc(C(C)C)cc1C(C)C.CN(C)C(=NC(C)(C)C)N(C)C.CCOC(=O)c1cnoc1C. No catalyst specified. The product is Cc1ccc(Nc2ccccn2)cc1. The yield is 0.361. (3) The reactants are FC(F)(F)c1ccc(I)cc1.Cc1ccc(N)cc1.O=S(=O)(O[Pd]1c2ccccc2-c2ccccc2N~1)C(F)(F)F.CC(C)c1cc(C(C)C)c(-c2ccccc2P(C(C)(C)C)C(C)(C)C)c(C(C)C)c1.CCN=P(N=P(N(C)C)(N(C)C)N(C)C)(N(C)C)N(C)C.c1ccc(CN(Cc2ccccc2)c2ccon2)cc1. No catalyst specified. The product is Cc1ccc(Nc2ccc(C(F)(F)F)cc2)cc1. The yield is 0.396. (4) The reactants are Clc1cccnc1.Cc1ccc(N)cc1.O=S(=O)(O[Pd]1c2ccccc2-c2ccccc2N~1)C(F)(F)F.CC(C)c1cc(C(C)C)c(-c2ccccc2P(C2CCCCC2)C2CCCCC2)c(C(C)C)c1.CN1CCCN2CCCN=C12.CCOC(=O)c1cc(OC)no1. No catalyst specified. The product is Cc1ccc(Nc2cccnc2)cc1. The yield is 0.0458.